This data is from Forward reaction prediction with 1.9M reactions from USPTO patents (1976-2016). The task is: Predict the product of the given reaction. The product is: [CH3:31][C:32]1[CH:33]=[C:34]([NH:39][C:40]([NH:2][CH2:3][C:4]2[CH:13]=[CH:12][CH:11]=[C:10]3[C:5]=2[C:6](=[O:23])[N:7]([CH:15]2[CH2:20][CH2:19][C:18](=[O:21])[NH:17][C:16]2=[O:22])[C:8]([CH3:14])=[N:9]3)=[O:41])[CH:35]=[CH:36][C:37]=1[CH3:38]. Given the reactants Cl.[NH2:2][CH2:3][C:4]1[CH:13]=[CH:12][CH:11]=[C:10]2[C:5]=1[C:6](=[O:23])[N:7]([CH:15]1[CH2:20][CH2:19][C:18](=[O:21])[NH:17][C:16]1=[O:22])[C:8]([CH3:14])=[N:9]2.C(N(CC)CC)C.[CH3:31][C:32]1[CH:33]=[C:34]([N:39]=[C:40]=[O:41])[CH:35]=[CH:36][C:37]=1[CH3:38], predict the reaction product.